This data is from Forward reaction prediction with 1.9M reactions from USPTO patents (1976-2016). The task is: Predict the product of the given reaction. Given the reactants [CH2:1]([C:3]1[C:13]2[O:12][CH2:11][CH2:10][N:9](C(OC(C)(C)C)=O)[CH2:8][C:7]=2[CH:6]=[CH:5][CH:4]=1)[CH3:2].C(OCC)(=O)C.[ClH:27], predict the reaction product. The product is: [ClH:27].[CH2:1]([C:3]1[C:13]2[O:12][CH2:11][CH2:10][NH:9][CH2:8][C:7]=2[CH:6]=[CH:5][CH:4]=1)[CH3:2].